Dataset: Full USPTO retrosynthesis dataset with 1.9M reactions from patents (1976-2016). Task: Predict the reactants needed to synthesize the given product. (1) Given the product [Br:1][C:2]1[CH:3]=[C:4]([O:10][C:11]2[C:12]([CH3:17])=[N:13][CH:14]=[CH:15][CH:16]=2)[C:5]([C:8]([NH2:9])=[O:19])=[N:6][CH:7]=1, predict the reactants needed to synthesize it. The reactants are: [Br:1][C:2]1[CH:3]=[C:4]([O:10][C:11]2[C:12]([CH3:17])=[N:13][CH:14]=[CH:15][CH:16]=2)[C:5]([C:8]#[N:9])=[N:6][CH:7]=1.S(=O)(=O)(O)[OH:19].[OH-].[Na+]. (2) Given the product [CH3:19][NH:18][CH:16]1[CH2:15][N:14]([C:8]2[C:9]3[N:10]([CH:11]=[N:12][N:13]=3)[C:5]3[CH:4]=[C:3]([C:1]#[N:2])[CH:28]=[N:27][C:6]=3[N:7]=2)[CH2:17]1, predict the reactants needed to synthesize it. The reactants are: [C:1]([C:3]1[CH:28]=[N:27][C:6]2[N:7]=[C:8]([N:14]3[CH2:17][CH:16]([N:18](C)[C:19](=O)OC(C)(C)C)[CH2:15]3)[C:9]3[N:10]([CH:11]=[N:12][N:13]=3)[C:5]=2[CH:4]=1)#[N:2].C(O)(C(F)(F)F)=O. (3) Given the product [CH:40]1([N:37]2[CH2:36][CH2:35][N:34]([C:30]3[CH:29]=[C:28]([CH2:27][N:21]4[C:20](=[O:23])[CH:19]=[CH:18][C:17]([C:15]5[O:14][N:13]=[C:12]([C:9]6[CH:10]=[CH:11][C:6]([C:3]([CH3:4])([CH3:5])[C:2]([F:1])([F:24])[F:25])=[CH:7][CH:8]=6)[N:16]=5)=[N:22]4)[CH:33]=[CH:32][N:31]=3)[CH2:39][CH2:38]2)[CH2:42][CH2:41]1, predict the reactants needed to synthesize it. The reactants are: [F:1][C:2]([F:25])([F:24])[C:3]([C:6]1[CH:11]=[CH:10][C:9]([C:12]2[N:16]=[C:15]([C:17]3[CH:18]=[CH:19][C:20](=[O:23])[NH:21][N:22]=3)[O:14][N:13]=2)=[CH:8][CH:7]=1)([CH3:5])[CH3:4].Cl[CH2:27][C:28]1[CH:33]=[CH:32][N:31]=[C:30]([N:34]2[CH2:39][CH2:38][N:37]([CH:40]3[CH2:42][CH2:41]3)[CH2:36][CH2:35]2)[CH:29]=1. (4) Given the product [Cl:1][C:2]1[C:7]([C:8]([NH2:12])=[O:9])=[C:6]([Cl:11])[N:5]=[CH:4][N:3]=1, predict the reactants needed to synthesize it. The reactants are: [Cl:1][C:2]1[C:7]([C:8](Cl)=[O:9])=[C:6]([Cl:11])[N:5]=[CH:4][N:3]=1.[NH3:12]. (5) Given the product [O:30]1[CH2:31][CH2:32][N:27]([C:25]([C:22]2[CH:23]=[CH:24][C:19]([C:16]3[CH:17]=[CH:18][C:13]4[N:14]([C:10]([C:9]#[C:8][C:6]5[CH:5]=[CH:4][N:3]=[C:2]([NH:33][C:34]6[CH:39]=[CH:38][C:37]([CH3:40])=[CH:36][CH:35]=6)[CH:7]=5)=[CH:11][N:12]=4)[N:15]=3)=[CH:20][CH:21]=2)=[O:26])[CH2:28][CH2:29]1, predict the reactants needed to synthesize it. The reactants are: Cl[C:2]1[CH:7]=[C:6]([C:8]#[C:9][C:10]2[N:14]3[N:15]=[C:16]([C:19]4[CH:24]=[CH:23][C:22]([C:25]([N:27]5[CH2:32][CH2:31][O:30][CH2:29][CH2:28]5)=[O:26])=[CH:21][CH:20]=4)[CH:17]=[CH:18][C:13]3=[N:12][CH:11]=2)[CH:5]=[CH:4][N:3]=1.[NH2:33][C:34]1[CH:39]=[CH:38][C:37]([CH3:40])=[CH:36][CH:35]=1. (6) Given the product [C:22]([O:26][C:14]([N:7]1[CH2:6][CH:5]2[CH2:13][CH:9]([C:10]3[CH:11]=[CH:12][C:2]([I:1])=[CH:3][C:4]=32)[CH2:8]1)=[O:19])([CH3:25])([CH3:24])[CH3:23], predict the reactants needed to synthesize it. The reactants are: [I:1][C:2]1[CH:12]=[CH:11][C:10]2[CH:9]3[CH2:13][CH:5]([CH2:6][N:7]([C:14](=[O:19])C(F)(F)F)[CH2:8]3)[C:4]=2[CH:3]=1.[NH4+].[OH-].[C:22]([O:26]C(OC([O:26][C:22]([CH3:25])([CH3:24])[CH3:23])=O)=O)([CH3:25])([CH3:24])[CH3:23].O. (7) Given the product [Cl:2][C:3]1[CH:4]=[CH:5][C:6]([C:9]2[N:10]=[C:11]([CH2:14][CH:15]3[CH2:19][CH2:18][CH2:17][C:16]3=[O:20])[S:12][CH:13]=2)=[CH:7][CH:8]=1, predict the reactants needed to synthesize it. The reactants are: Cl.[Cl:2][C:3]1[CH:8]=[CH:7][C:6]([C:9]2[N:10]=[C:11]([CH2:14][C:15]3(C(OC)=O)[CH2:19][CH2:18][CH2:17][C:16]3=[O:20])[S:12][CH:13]=2)=[CH:5][CH:4]=1.